From a dataset of Forward reaction prediction with 1.9M reactions from USPTO patents (1976-2016). Predict the product of the given reaction. (1) Given the reactants [Cl:1][C:2]1[N:7]=[C:6]([Cl:8])[C:5]([CH:9]([C:11]2[C:19]3[O:18][CH:17]=[CH:16][C:15]=3[CH:14]=[C:13]([F:20])[CH:12]=2)[OH:10])=[CH:4][N:3]=1, predict the reaction product. The product is: [Cl:1][C:2]1[N:7]=[C:6]([Cl:8])[C:5]([C:9]([C:11]2[C:19]3[O:18][CH:17]=[CH:16][C:15]=3[CH:14]=[C:13]([F:20])[CH:12]=2)=[O:10])=[CH:4][N:3]=1. (2) Given the reactants CN([CH:4]=[C:5]1[C:11](=O)[C:10]2[CH:13]=[C:14]([CH3:17])[CH:15]=[CH:16][C:9]=2[NH:8][C:7](=[O:18])[CH2:6]1)C.Cl.[CH:20]1([C:23]([NH2:25])=[NH:24])[CH2:22][CH2:21]1, predict the reaction product. The product is: [CH:20]1([C:23]2[N:24]=[CH:4][C:5]3[CH2:6][C:7](=[O:18])[NH:8][C:9]4[CH:16]=[CH:15][C:14]([CH3:17])=[CH:13][C:10]=4[C:11]=3[N:25]=2)[CH2:22][CH2:21]1. (3) Given the reactants [C:1]([O:5][C:6]([N:8]1[CH2:12][CH2:11][C@H:10](OS(C)(=O)=O)[C@H:9]1[C:18](=[O:29])[NH:19][CH2:20][C:21]1[CH:26]=[CH:25][CH:24]=[C:23]([Cl:27])[C:22]=1[F:28])=[O:7])([CH3:4])([CH3:3])[CH3:2].[N-:30]=[N+:31]=[N-:32].[Na+], predict the reaction product. The product is: [C:1]([O:5][C:6]([N:8]1[CH2:12][CH2:11][C@@H:10]([N:30]=[N+:31]=[N-:32])[C@H:9]1[C:18](=[O:29])[NH:19][CH2:20][C:21]1[CH:26]=[CH:25][CH:24]=[C:23]([Cl:27])[C:22]=1[F:28])=[O:7])([CH3:4])([CH3:3])[CH3:2]. (4) Given the reactants [N:1]1([C@H:6]2[CH2:11][CH2:10][C@H:9]([NH:12]C(=O)OC(C)(C)C)[CH2:8][CH2:7]2)[CH2:5][CH2:4][CH2:3][CH2:2]1.[ClH:20].O, predict the reaction product. The product is: [ClH:20].[N:1]1([C@H:6]2[CH2:11][CH2:10][C@H:9]([NH2:12])[CH2:8][CH2:7]2)[CH2:2][CH2:3][CH2:4][CH2:5]1. (5) Given the reactants [F:1][C:2]([F:32])([F:31])[C:3]([NH:5][CH2:6][CH2:7][CH2:8][CH2:9][CH2:10][C:11]([N:13]1[CH2:20][C:19]2[CH:21]=[CH:22][CH:23]=[CH:24][C:18]=2[CH:17](Br)[CH:16](Br)[C:15]2[CH:27]=[CH:28][CH:29]=[CH:30][C:14]1=2)=[O:12])=[O:4].CC(C)([O-])C.[K+], predict the reaction product. The product is: [F:32][C:2]([F:1])([F:31])[C:3]([NH:5][CH2:6][CH2:7][CH2:8][CH2:9][CH2:10][C:11]([N:13]1[CH2:20][C:19]2[CH:21]=[CH:22][CH:23]=[CH:24][C:18]=2[C:17]#[C:16][C:15]2[CH:27]=[CH:28][CH:29]=[CH:30][C:14]1=2)=[O:12])=[O:4]. (6) Given the reactants C([O:8][C:9]1[C:10]2[N:11]([C:18]([CH3:22])=[C:19]([CH3:21])[N:20]=2)[CH:12]=[C:13]([CH2:15][O:16][CH3:17])[CH:14]=1)C1C=CC=CC=1.[H][H], predict the reaction product. The product is: [CH3:17][O:16][CH2:15][CH:13]1[CH2:12][N:11]2[C:18]([CH3:22])=[C:19]([CH3:21])[N:20]=[C:10]2[C:9](=[O:8])[CH2:14]1.